This data is from Reaction yield outcomes from USPTO patents with 853,638 reactions. The task is: Predict the reaction yield, written as a fraction of the theoretical maximum amount of product (1.0 means a 100% yield; for example, 0.34 means a 34% yield). (1) The reactants are [N+:1]([C:4]1[CH:12]=[CH:11][C:7]([C:8](Cl)=[O:9])=[CH:6][CH:5]=1)([O-:3])=[O:2].[N:13]1([CH2:18][CH2:19][CH2:20][CH2:21][C:22]2[CH:35]=[CH:34][C:25]([O:26][CH2:27][C:28]3[N:29]=[C:30]([NH2:33])[S:31][CH:32]=3)=[CH:24][CH:23]=2)[CH:17]=[CH:16][N:15]=[N:14]1.CN1CCCCC1. The catalyst is C(Cl)Cl. The product is [N+:1]([C:4]1[CH:12]=[CH:11][C:7]([C:8]([NH:33][C:30]2[S:31][CH:32]=[C:28]([CH2:27][O:26][C:25]3[CH:24]=[CH:23][C:22]([CH2:21][CH2:20][CH2:19][CH2:18][N:13]4[CH:17]=[CH:16][N:15]=[N:14]4)=[CH:35][CH:34]=3)[N:29]=2)=[O:9])=[CH:6][CH:5]=1)([O-:3])=[O:2]. The yield is 0.460. (2) The reactants are [CH2:1]([O:3][C:4]([C:6]1[NH:7][C:8]([CH3:21])=[C:9]([C:12]2[CH:17]=[CH:16][C:15]([C:18]([OH:20])=O)=[CH:14][CH:13]=2)[C:10]=1[CH3:11])=[O:5])[CH3:2].C(Cl)(=O)C(Cl)=O.[Br:28][C:29]1[CH:34]=[CH:33][C:32]([NH2:35])=[CH:31][CH:30]=1.C(=O)(O)[O-].[Na+]. The catalyst is CN(C=O)C.C(Cl)Cl. The product is [CH2:1]([O:3][C:4]([C:6]1[NH:7][C:8]([CH3:21])=[C:9]([C:12]2[CH:13]=[CH:14][C:15]([C:18](=[O:20])[NH:35][C:32]3[CH:33]=[CH:34][C:29]([Br:28])=[CH:30][CH:31]=3)=[CH:16][CH:17]=2)[C:10]=1[CH3:11])=[O:5])[CH3:2]. The yield is 0.140. (3) The reactants are [CH3:1][O:2][C:3](=[O:15])[C:4](O)=[CH:5][C:6](=O)[C:7]1[CH:8]=[N:9][CH:10]=[CH:11][CH:12]=1.Cl.[Cl:17][C:18]1[CH:19]=[C:20]([NH:25][NH2:26])[CH:21]=[CH:22][C:23]=1[Cl:24]. The catalyst is CCO. The product is [ClH:17].[CH3:1][O:2][C:3]([C:4]1[CH:5]=[C:6]([C:7]2[CH:8]=[N:9][CH:10]=[CH:11][CH:12]=2)[N:25]([C:20]2[CH:21]=[CH:22][C:23]([Cl:24])=[C:18]([Cl:17])[CH:19]=2)[N:26]=1)=[O:15]. The yield is 0.700. (4) The reactants are [N+:1]([C:4]1[CH:5]=[N:6][N:7]([C:9]2[CH:10]=[C:11]3[C:16](=[CH:17][CH:18]=2)[CH:15]=[N:14][CH:13]=[CH:12]3)[CH:8]=1)([O-])=O. The catalyst is [Pd].C1COCC1. The product is [CH:15]1[C:16]2[C:11](=[CH:10][C:9]([N:7]3[CH:8]=[C:4]([NH2:1])[CH:5]=[N:6]3)=[CH:18][CH:17]=2)[CH:12]=[CH:13][N:14]=1. The yield is 0.820. (5) The reactants are [CH3:1][C:2]1[CH:19]=[CH:18][C:5]([C:6]([NH:8][CH:9]([C:15](=[O:17])[CH3:16])[CH2:10][C:11]([O:13][CH3:14])=[O:12])=O)=[CH:4][CH:3]=1.OS(O)(=O)=O. The catalyst is C(OC(=O)C)(=O)C. The product is [CH3:16][C:15]1[O:17][C:6]([C:5]2[CH:18]=[CH:19][C:2]([CH3:1])=[CH:3][CH:4]=2)=[N:8][C:9]=1[CH2:10][C:11]([O:13][CH3:14])=[O:12]. The yield is 0.870. (6) The reactants are [C:1]([NH:4][C:5]1[CH:25]=[CH:24][C:8]2[N:9]=[C:10]([C:14]3[CH:19]=[CH:18][CH:17]=[CH:16][C:15]=3[O:20]C(=O)C)O[C:12](=[O:13])[C:7]=2[CH:6]=1)(=[O:3])[CH3:2].[F:26][C:27]1[CH:28]=[C:29]([CH2:33][CH2:34][NH2:35])[CH:30]=[CH:31][CH:32]=1. No catalyst specified. The product is [F:26][C:27]1[CH:28]=[C:29]([CH2:33][CH2:34][N:35]2[C:12](=[O:13])[C:7]3[C:8](=[CH:24][CH:25]=[C:5]([NH:4][C:1](=[O:3])[CH3:2])[CH:6]=3)[N:9]=[C:10]2[C:14]2[CH:19]=[CH:18][CH:17]=[CH:16][C:15]=2[OH:20])[CH:30]=[CH:31][CH:32]=1. The yield is 0.560.